This data is from Catalyst prediction with 721,799 reactions and 888 catalyst types from USPTO. The task is: Predict which catalyst facilitates the given reaction. (1) Reactant: C(N(CC)CC)C.[C:19]([O:18][C:16](O[C:16]([O:18][C:19]([CH3:22])([CH3:21])[CH3:20])=[O:17])=[O:17])([CH3:22])([CH3:21])[CH3:20].[NH:23]1[C:31]2[C:26](=[N:27][CH:28]=[CH:29][CH:30]=2)[C:25]([N:32]2[CH2:36][CH2:35][CH:34]([NH2:37])[CH2:33]2)=[CH:24]1. Product: [NH:23]1[C:31]2[C:26](=[N:27][CH:28]=[CH:29][CH:30]=2)[C:25]([N:32]2[CH2:36][CH2:35][CH:34]([NH:37][C:16](=[O:17])[O:18][C:19]([CH3:20])([CH3:21])[CH3:22])[CH2:33]2)=[CH:24]1. The catalyst class is: 7. (2) Reactant: [NH2:1][C:2]1[S:6][C:5]([C:7]([CH3:10])([CH3:9])[CH3:8])=[N:4][C:3]=1[C:11]([OH:13])=[O:12].Cl[C:15]([O:17][CH2:18][C:19]([Cl:22])([Cl:21])[Cl:20])=[O:16]. Product: [C:7]([C:5]1[S:6][C:2]([NH:1][C:15]([O:17][CH2:18][C:19]([Cl:22])([Cl:21])[Cl:20])=[O:16])=[C:3]([C:11]([OH:13])=[O:12])[N:4]=1)([CH3:8])([CH3:9])[CH3:10]. The catalyst class is: 1. (3) Reactant: [C:1]1([CH:7]([C:36]2[CH:41]=[CH:40][CH:39]=[CH:38][CH:37]=2)[N:8]2[CH:13]=[CH:12][CH:11]=[C:10]([C:14]([NH:16][C@@H:17]([CH2:25][C:26]3[C:34]4[C:29](=[CH:30][CH:31]=[CH:32][CH:33]=4)[NH:28][CH:27]=3)[C:18]([O:20]C(C)(C)C)=[O:19])=[O:15])[C:9]2=[O:35])[CH:6]=[CH:5][CH:4]=[CH:3][CH:2]=1. Product: [C:36]1([CH:7]([C:1]2[CH:2]=[CH:3][CH:4]=[CH:5][CH:6]=2)[N:8]2[CH:13]=[CH:12][CH:11]=[C:10]([C:14]([NH:16][C@@H:17]([CH2:25][C:26]3[C:34]4[C:29](=[CH:30][CH:31]=[CH:32][CH:33]=4)[NH:28][CH:27]=3)[C:18]([OH:20])=[O:19])=[O:15])[C:9]2=[O:35])[CH:41]=[CH:40][CH:39]=[CH:38][CH:37]=1. The catalyst class is: 620. (4) Reactant: [C:1]([O:5][C:6]([NH:8][CH2:9][C:10]([CH3:25])([CH3:24])[CH2:11][O:12][C:13]1[CH:21]=[C:20]([O:22][CH3:23])[CH:19]=[CH:18][C:14]=1[C:15]([OH:17])=O)=[O:7])([CH3:4])([CH3:3])[CH3:2].[CH3:26][O:27][C:28]1[CH:43]=[CH:42][C:31]([C:32]([NH:34][C:35]2[C:36]([NH2:41])=[CH:37][CH:38]=[CH:39][CH:40]=2)=[O:33])=[CH:30][CH:29]=1. Product: [C:1]([O:5][C:6]([NH:8][CH2:9][C:10]([CH3:25])([CH3:24])[CH2:11][O:12][C:13]1[CH:21]=[C:20]([O:22][CH3:23])[CH:19]=[CH:18][C:14]=1[C:15]([NH:41][C:36]1[C:35]([NH:34][C:32](=[O:33])[C:31]2[CH:30]=[CH:29][C:28]([O:27][CH3:26])=[CH:43][CH:42]=2)=[CH:40][CH:39]=[CH:38][CH:37]=1)=[O:17])=[O:7])([CH3:2])([CH3:3])[CH3:4]. The catalyst class is: 4. (5) Reactant: [CH:1]([N:4]1[C:8]([C:9]2[N:18]=[C:17]3[N:11]([CH2:12][CH2:13][O:14][C:15]4[CH:22]=[C:21](O)[N:20]=[CH:19][C:16]=43)[CH:10]=2)=[N:7][CH:6]=[N:5]1)([CH3:3])[CH3:2].C(OC([N:31]1[CH2:35][C@H:34]([C:36]#[N:37])[CH2:33][C@H:32]1[C:38](=[O:40])[NH2:39])=O)(C)(C)C.CO. Product: [C:36]([C@H:34]1[CH2:35][N:31]([C:21]2[N:20]=[CH:19][C:16]3[C:17]4[N:11]([CH:10]=[C:9]([C:8]5[N:4]([CH:1]([CH3:2])[CH3:3])[N:5]=[CH:6][N:7]=5)[N:18]=4)[CH2:12][CH2:13][O:14][C:15]=3[CH:22]=2)[C@H:32]([C:38]([NH2:39])=[O:40])[CH2:33]1)#[N:37]. The catalyst class is: 2. (6) Reactant: [CH:1]12[CH:6]([NH:7][C:8](=[O:37])[C:9]3[CH:14]=[CH:13][C:12]([NH:15][C:16]4[N:25]=[CH:24][C:23]5[N:22]([CH3:26])[C:21](=[O:27])[C@@H:20]([CH2:28][CH3:29])[N:19]([CH:30]6[CH2:34][CH2:33][CH2:32][CH2:31]6)[C:18]=5[N:17]=4)=[C:11]([O:35][CH3:36])[CH:10]=3)[CH:5]1[CH2:4][NH:3][CH2:2]2.Br[CH2:39][CH2:40][C@H:41]([NH:50][C:51]([O:53][C:54]([CH3:57])([CH3:56])[CH3:55])=[O:52])[C:42]([O:44][CH:45]1[CH2:49][CH2:48][CH2:47][CH2:46]1)=[O:43].C([O-])([O-])=O.[K+].[K+].[Na+].[I-]. Product: [C:54]([O:53][C:51]([NH:50][C@@H:41]([CH2:40][CH2:39][N:3]1[CH2:4][CH:5]2[CH:1]([CH:6]2[NH:7][C:8](=[O:37])[C:9]2[CH:14]=[CH:13][C:12]([NH:15][C:16]3[N:25]=[CH:24][C:23]4[N:22]([CH3:26])[C:21](=[O:27])[C@@H:20]([CH2:28][CH3:29])[N:19]([CH:30]5[CH2:31][CH2:32][CH2:33][CH2:34]5)[C:18]=4[N:17]=3)=[C:11]([O:35][CH3:36])[CH:10]=2)[CH2:2]1)[C:42]([O:44][CH:45]1[CH2:46][CH2:47][CH2:48][CH2:49]1)=[O:43])=[O:52])([CH3:57])([CH3:56])[CH3:55]. The catalyst class is: 3. (7) Reactant: [Cl:1][C:2]1[CH:10]=[C:9]2[C:5]([CH:6]([C:12]3[CH:17]=[C:16]([O:18][CH3:19])[CH:15]=[C:14]([O:20][CH3:21])[CH:13]=3)[C:7](=[O:11])[NH:8]2)=[CH:4][CH:3]=1.[Cl:22][C:23]1[CH:24]=[C:25]([CH:28]=[CH:29][CH:30]=1)[CH2:26]Br.[I-].[K+].C(=O)([O-])[O-].[K+].[K+]. Product: [Cl:1][C:2]1[CH:10]=[C:9]2[C:5]([C:6]([CH2:26][C:25]3[CH:28]=[CH:29][CH:30]=[C:23]([Cl:22])[CH:24]=3)([C:12]3[CH:17]=[C:16]([O:18][CH3:19])[CH:15]=[C:14]([O:20][CH3:21])[CH:13]=3)[C:7](=[O:11])[NH:8]2)=[CH:4][CH:3]=1. The catalyst class is: 21.